Dataset: TCR-epitope binding with 47,182 pairs between 192 epitopes and 23,139 TCRs. Task: Binary Classification. Given a T-cell receptor sequence (or CDR3 region) and an epitope sequence, predict whether binding occurs between them. (1) The epitope is LLWNGPMAV. The TCR CDR3 sequence is CASSAGSGASYEQYF. Result: 1 (the TCR binds to the epitope). (2) The epitope is FLPRVFSAV. The TCR CDR3 sequence is CASSSGTSGDTGADTQYF. Result: 1 (the TCR binds to the epitope). (3) The epitope is SEISMDNSPNL. The TCR CDR3 sequence is CASSHNRAETQYF. Result: 0 (the TCR does not bind to the epitope). (4) The epitope is RAKFKQLL. The TCR CDR3 sequence is CASSFLGQKNSPLHF. Result: 1 (the TCR binds to the epitope). (5) The epitope is MPASWVMRI. The TCR CDR3 sequence is CASSGLKSDNEQFF. Result: 1 (the TCR binds to the epitope).